From a dataset of Rat liver microsome stability data. Regression/Classification. Given a drug SMILES string, predict its absorption, distribution, metabolism, or excretion properties. Task type varies by dataset: regression for continuous measurements (e.g., permeability, clearance, half-life) or binary classification for categorical outcomes (e.g., BBB penetration, CYP inhibition). Dataset: rlm. (1) The drug is O=C(O)[C@H]1C2CCC(CC2)[C@@H]1Nc1nc(-c2[nH]nc3ncc(F)cc23)nc2c1SCC2. The result is 0 (unstable in rat liver microsomes). (2) The drug is Cc1sc(NC(=O)Cc2ccc3c(c2)OCO3)nc1-c1ccc2c(c1)CCN2. The result is 1 (stable in rat liver microsomes). (3) The compound is CC1=C(C(=O)Nc2ccccc2)C(c2ccccc2Cl)NC(Nc2nc3ccccc3o2)=N1. The result is 1 (stable in rat liver microsomes). (4) The molecule is Cc1ccc(S(=O)(=O)Nc2cc(Cl)ccc2C(=O)Nc2nc(-c3ccccc3)cs2)cc1. The result is 1 (stable in rat liver microsomes). (5) The molecule is Fc1cc(Nc2nc(-c3ccncc3)nc3ccccc23)ccc1-c1cc(F)c(F)c(F)c1. The result is 0 (unstable in rat liver microsomes). (6) The compound is N#Cc1cc(Cl)cc(-c2cc(-n3cccn3)ncn2)c1. The result is 1 (stable in rat liver microsomes). (7) The molecule is Cn1nc(-c2ccc(OCCCN3CCCCC3)cc2)c2ccccc2c1=O. The result is 0 (unstable in rat liver microsomes).